This data is from Full USPTO retrosynthesis dataset with 1.9M reactions from patents (1976-2016). The task is: Predict the reactants needed to synthesize the given product. (1) Given the product [CH3:9][N:10]([CH:18]1[CH2:19][CH2:20][N:21]([CH2:24][C:25]2([CH3:2])[CH2:26][O:27]2)[CH2:22][CH2:23]1)[C:11](=[O:17])[O:12][C:13]([CH3:16])([CH3:14])[CH3:15], predict the reactants needed to synthesize it. The reactants are: [I-].[CH3:2][S+](C)(C)=O.[H-].[Na+].[CH3:9][N:10]([CH:18]1[CH2:23][CH2:22][N:21]([CH2:24][C:25](=[O:27])[CH3:26])[CH2:20][CH2:19]1)[C:11](=[O:17])[O:12][C:13]([CH3:16])([CH3:15])[CH3:14].O. (2) Given the product [F:10][C:7]1[CH:8]=[CH:9][C:4]([C:2](=[O:3])[CH:1]=[O:16])=[CH:5][C:6]=1[C:11]([F:14])([F:12])[F:13], predict the reactants needed to synthesize it. The reactants are: [CH3:1][C:2]([C:4]1[CH:9]=[CH:8][C:7]([F:10])=[C:6]([C:11]([F:14])([F:13])[F:12])[CH:5]=1)=[O:3].[Se](=O)=[O:16].